Dataset: Human Reference Interactome with 51,813 positive PPI pairs across 8,248 proteins, plus equal number of experimentally-validated negative pairs. Task: Binary Classification. Given two protein amino acid sequences, predict whether they physically interact or not. (1) Protein 1 (ENSG00000170915) has sequence MTTAILERLSTLSVSGQQLRRLPKILEDGLPKMPCTVPETDVPQLFREPYIRTGYRPTGHEWRYYFFSLFQKHNEVVNVWTHLLAALAVLLRFWAFAEAEALPWASTHSLPLLLFILSSITYLTCSLLAHLLQSKSELSHYTFYFVDYVGVSVYQYGSALAHFFYSSDQAWYDRFWLFFLPAAAFCGWLSCAGCCYAKYRYRRPYPVMRKICQVVPAGLAFILDISPVAHRVALCHLAGCQEQAAWYHTLQILFFLVSAYFFSCPVPEKYFPGSCDIVGHGHQIFHAFLSICTLSQLEAI.... Protein 2 (ENSG00000007866) has sequence IASNSWNASSSPGEAREDGPEGLDKGLDNDAEGVWSPDIEQSFQEALAIYPPCGRRKIILSDEGKMYGRNELIARYIKLRTGKTRTRKQVSSHIQVLARKKVREYQVGIKAMNLDQVSKDKALQSMASMSSAQIVSASVLQNKFSPPSPLPQAVFSTSSRFWSSPPLLGQQPGPSQDIKPFAQPAYPIQPPLPPTLSSYEPLAPLPSAAASVPVWQDRTIASSRLRLLEYSAFMEVQRDPDTYSKHLFVHIGQTNPAFSDPPLEAVDVRQIYDKFPEKKGGLKELYEKGPPNAFFLVKFW.... Result: 0 (the proteins do not interact). (2) Protein 1 (ENSG00000158717) has sequence MAMFRSLVASAQQRQPPAGPAGGDSGLEAQYTCPICLEVYHRPVAIGSCGHTFCGECLQPCLQVPSPLCPLCRLPFDPKKVDKATHVEKQLSSYKAPCRGCNKKVTLAKMRVHISSCLKVQEQMANCPKFVPVVPTSQPIPSNIPNRSTFACPYCGARNLDQQELVKHCVESHRSDPNRVVCPICSAMPWGDPSYKSANFLQHLLHRHKFSYDTFVDYSIDEEAAFQAALALSLSEN*MRVHISSCLKVQEQMANCPKFVPVVPTSQPIPSNIPNRSTFACPYCGARNLDQQELVKHCVE.... Protein 2 (ENSG00000145191) has sequence XVAPPGVVVSRANKRSGAGPGGSGGGGARGAEEEPPPPLQAVLVADSFDRRFFPISKDQPRVLLPLANVALIDYTLEFLTATGGRGPKYHAA*MAAPVVAPPGVVVSRANKRSGAGPGGSGGGGARGAEEEPPPPLQAVLVADSFDRRFFPISKDQPRVLLPLANVALIDYTLEFLTATGVQETFVFCCWKAAQIKEHLL*MAAPVVAPPGVVVSRANKRSGAGPGGSGGGGARGAEEEPPPPLQAVLVADSFDRRFFPISKDQPRVSAAHASSQRAGRVAGLEQVLISANYNSMPLKDL.... Result: 0 (the proteins do not interact). (3) Protein 1 (ENSG00000016602) has sequence MGLFRGFVFLLVLCLLHQSNTSFIKLNNNGFEDIVIVIDPSVPEDEKIIEQIEDMVTTASTYLFEATEKRFFFKNVSILIPENWKENPQYKRPKHENHKHADVIVAPPTLPGRDEPYTKQFTECGEKGEYIHFTPDLLLGKKQNEYGPPGKLFVHEWAHLRWGVFDEYNEDQPFYRAKSKKIEATRCSAGISGRNRVYKCQGGSCLSRACRIDSTTKLYGKDCQFFPDKVQTEKASIMFMQSIDSVVEFCNEKTHNQEAPSLQNIKCNFRSTWEVISNSEDFKNTIPMVTPPPPPVFSLL.... Protein 2 (ENSG00000180398) has sequence MTMRSLLRTPFLCGLLWAFCAPGARAEEPAASFSQPGSMGLDKNTVHDQEHIMEHLEGVINKPEAEMSPQELQLHYFKMHDYDGNNLLDGLELSTAITHVHKEEGSEQAPLMSEDELINIIDGVLRDDDKNNDGYIDYAEFAKSLQ*MTMRSLLRTPFLCGLLWAFCAPGARAEEPAASFSQPGSMGLDKNTVHDQEHIMEHLEGVINMEHLEGVINKPEAEMSPQELQLHYFKMHDYDGNNLLDGLELSTAITHVHKEEGSEQAPLMSEDELINIIDGVLRDDDKNNDGYIDYAEFAKS.... Result: 1 (the proteins interact). (4) Protein 1 (ENSG00000165672) has sequence MAAAVGRLLRASVARHVSAIPWGISATAALRPAACGRTSLTNLLCSGSSQAKLFSTSSSCHAPAVTQHAPYFKGTAVVNGEFKDLSLDDFKGKYLVLFFYPLDFTFVCPTEIVAFSDKANEFHDVNCEVVAVSVDSHFSHLAWINTPRKNGGLGHMNIALLSDLTKQISRDYGVLLEGSGLALRGLFIIDPNGVIKHLSVNDLPVGRSVEETLRLVKAFQYVETHGEVCPANWTPDSPTIKPSPAASKEYFQKVNQ*. Protein 2 (ENSG00000175893) has sequence MGLRIHFVVDPHGWCCMGLIVFVWLYNIVLIPKIVLFPHYEEGHIPGILIIIFYGISIFCLVALVRASITDPGRLPENPKIPHGEREFWELCNKCNLMRPKRSHHCSRCGHCVRRMDHHCPWINNCVGEDNHWLFLQLCFYTELLTCYALMFSFCHYYYFLPLKKRNLDLFVFRHELAIMRLAAFMGITMLVGITGLFYTQLIGIITDTTSIEKMSNCCEDISRPRKPWQQTFSEVFGTRWKILWFIPFRQRQPLRVPYHFANHV*. Result: 0 (the proteins do not interact).